Dataset: Forward reaction prediction with 1.9M reactions from USPTO patents (1976-2016). Task: Predict the product of the given reaction. (1) The product is: [OH:14][C@@H:8]([CH2:7][CH:4]1[CH2:5][CH2:6][CH2:1][CH2:2][CH2:3]1)[C:9]([OH:11])=[O:10]. Given the reactants [CH2:1]1[CH2:6][CH2:5][CH:4]([CH2:7][C@H:8](N)[C:9]([OH:11])=[O:10])[CH2:3][CH2:2]1.N([O-])=[O:14].[Na+], predict the reaction product. (2) Given the reactants [CH2:1]([O:8][C:9]([N:11]1[CH2:15][C@@H:14]([CH3:16])[C@@H:13]([C:17]([OH:19])=O)[CH2:12]1)=[O:10])[C:2]1[CH:7]=[CH:6][CH:5]=[CH:4][CH:3]=1.CN(C=O)C.C(Cl)(=O)C([Cl:28])=O, predict the reaction product. The product is: [Cl:28][C:17]([C@@H:13]1[C@H:14]([CH3:16])[CH2:15][N:11]([C:9]([O:8][CH2:1][C:2]2[CH:7]=[CH:6][CH:5]=[CH:4][CH:3]=2)=[O:10])[CH2:12]1)=[O:19].